Dataset: Full USPTO retrosynthesis dataset with 1.9M reactions from patents (1976-2016). Task: Predict the reactants needed to synthesize the given product. (1) The reactants are: N1C=CC=CC=1.O=S(Cl)Cl.[Cl:11][CH2:12][CH2:13][CH2:14][CH2:15][CH2:16][CH2:17][CH2:18][CH2:19]O. Given the product [Cl:11][CH2:12][CH2:13][CH2:14][CH2:15][CH2:16][CH2:17][CH2:18][CH3:19], predict the reactants needed to synthesize it. (2) Given the product [C:4]([O:3][C:1]([N:8]1[CH2:13][CH2:12][N:11]([C:18]2[C:19]3[N:25]=[C:24]([C:26]4[CH:31]=[CH:30][C:29]([F:32])=[CH:28][CH:27]=4)[CH:23]=[CH:22][C:20]=3[N:21]=[C:16]([NH2:15])[N:17]=2)[C@H:10]([CH3:14])[CH2:9]1)=[O:2])([CH3:7])([CH3:6])[CH3:5], predict the reactants needed to synthesize it. The reactants are: [C:1]([N:8]1[CH2:13][CH2:12][NH:11][C@H:10]([CH3:14])[CH2:9]1)([O:3][C:4]([CH3:7])([CH3:6])[CH3:5])=[O:2].[NH2:15][C:16]1[NH:17][C:18](=O)[C:19]2[N:25]=[C:24]([C:26]3[CH:31]=[CH:30][C:29]([F:32])=[CH:28][CH:27]=3)[CH:23]=[CH:22][C:20]=2[N:21]=1. (3) Given the product [Br:1][C:2]1[CH:3]=[C:4]([F:12])[C:5]([C:6]([N:43]2[CH2:44][CH2:45][N:40]([C:34]3[CH:35]=[CH:36][C:37]([CH3:39])=[CH:38][C:33]=3[CH3:32])[CH2:41][CH2:42]2)=[O:8])=[C:9]([F:11])[CH:10]=1, predict the reactants needed to synthesize it. The reactants are: [Br:1][C:2]1[CH:10]=[C:9]([F:11])[C:5]([C:6]([OH:8])=O)=[C:4]([F:12])[CH:3]=1.O.[Cl-].COC1N=C(OC)N=C([N+]2(C)CCOCC2)N=1.[CH3:32][C:33]1[CH:38]=[C:37]([CH3:39])[CH:36]=[CH:35][C:34]=1[N:40]1[CH2:45][CH2:44][NH:43][CH2:42][CH2:41]1. (4) The reactants are: [CH:1]1([S:4]([NH2:7])(=[O:6])=[O:5])[CH2:3][CH2:2]1.C(N(CC)CC)C.[C:15](O[C:15]([O:17][C:18]([CH3:21])([CH3:20])[CH3:19])=[O:16])([O:17][C:18]([CH3:21])([CH3:20])[CH3:19])=[O:16]. Given the product [C:15]([C:1]1([S:4]([NH2:7])(=[O:6])=[O:5])[CH2:3][CH2:2]1)([O:17][C:18]([CH3:21])([CH3:20])[CH3:19])=[O:16], predict the reactants needed to synthesize it. (5) Given the product [Br:20][C:16]1[CH:17]=[C:18]([Cl:19])[C:13]([N:12]2[CH:11]=[C:5]3[CH:6]=[N:7][CH:8]=[C:9]([F:10])[C:4]3=[N:1]2)=[C:14]([Cl:21])[CH:15]=1, predict the reactants needed to synthesize it. The reactants are: [N:1]([C:4]1[C:9]([F:10])=[CH:8][N:7]=[CH:6][C:5]=1/[CH:11]=[N:12]/[C:13]1[C:18]([Cl:19])=[CH:17][C:16]([Br:20])=[CH:15][C:14]=1[Cl:21])=[N+]=[N-]. (6) Given the product [Cl:33][C:34]1[CH:39]=[CH:38][CH:37]=[CH:36][C:35]=1[NH:40][C:41](=[O:69])[NH:42][C:43]1[CH:44]=[CH:45][C:46]([C:49]2[S:53][C:52]([CH:54]3[CH2:55][CH2:56][N:57]([CH:60]([CH3:68])[C:61]([OH:63])=[O:62])[CH2:58][CH2:59]3)=[N:51][CH:50]=2)=[CH:47][CH:48]=1, predict the reactants needed to synthesize it. The reactants are: FC1C=CC=CC=1NC(=O)NC1C=CC(C2SC(C3CCC(CC(O)=O)CC3)=NC=2)=CC=1.[Cl:33][C:34]1[CH:39]=[CH:38][CH:37]=[CH:36][C:35]=1[NH:40][C:41](=[O:69])[NH:42][C:43]1[CH:48]=[CH:47][C:46]([C:49]2[S:53][C:52]([CH:54]3[CH2:59][CH2:58][N:57]([CH:60]([CH3:68])[C:61]([O:63]C(C)(C)C)=[O:62])[CH2:56][CH2:55]3)=[N:51][CH:50]=2)=[CH:45][CH:44]=1.FC(F)(F)C(O)=O.